From a dataset of Forward reaction prediction with 1.9M reactions from USPTO patents (1976-2016). Predict the product of the given reaction. Given the reactants [F:1][C:2]([F:17])([F:16])[C:3]1[C:8]([C:9]([F:12])([F:11])[F:10])=[CH:7][CH:6]=[CH:5][C:4]=1[N+:13]([O-])=O, predict the reaction product. The product is: [F:1][C:2]([F:16])([F:17])[C:3]1[C:8]([C:9]([F:10])([F:12])[F:11])=[CH:7][CH:6]=[CH:5][C:4]=1[NH2:13].